This data is from Full USPTO retrosynthesis dataset with 1.9M reactions from patents (1976-2016). The task is: Predict the reactants needed to synthesize the given product. (1) Given the product [CH:6]([C:5]1[CH:8]=[CH:9][C:2]([O:1][C:17]([CH3:26])([CH3:25])[C:18]([O:20][C:21]([CH3:24])([CH3:23])[CH3:22])=[O:19])=[CH:3][CH:4]=1)=[O:7], predict the reactants needed to synthesize it. The reactants are: [OH:1][C:2]1[CH:9]=[CH:8][C:5]([CH:6]=[O:7])=[CH:4][CH:3]=1.C(=O)([O-])[O-].[Cs+].[Cs+].Br[C:17]([CH3:26])([CH3:25])[C:18]([O:20][C:21]([CH3:24])([CH3:23])[CH3:22])=[O:19]. (2) Given the product [C:29]([C:2]1[CH:3]=[C:4]([C:20]([O:22][CH3:23])=[O:21])[CH:5]=[C:6]2[C:11]=1[O:10][C:9]([N:12]1[CH2:17][CH2:16][O:15][C@H:14]([CH3:18])[CH2:13]1)=[CH:8][C:7]2=[O:19])(=[O:31])[CH3:30], predict the reactants needed to synthesize it. The reactants are: Br[C:2]1[CH:3]=[C:4]([C:20]([O:22][CH3:23])=[O:21])[CH:5]=[C:6]2[C:11]=1[O:10][C:9]([N:12]1[CH2:17][CH2:16][O:15][C@H:14]([CH3:18])[CH2:13]1)=[CH:8][C:7]2=[O:19].C([Sn](CCCC)(CCCC)[C:29]([O:31]CC)=[CH2:30])CCC.Cl. (3) Given the product [Cl:6][C:7]1[C:17]2[NH:16][C:15](=[S:41])[C@@H:14]([CH2:19][C:20]([O:22][CH2:23][CH3:24])=[O:21])[O:13][C@H:12]([C:25]3[CH:30]=[CH:29][CH:28]=[C:27]([O:31][CH3:32])[C:26]=3[O:33][CH3:34])[C:11]=2[CH:10]=[CH:9][CH:8]=1, predict the reactants needed to synthesize it. The reactants are: O1CCCC1.[Cl:6][C:7]1[C:17]2[NH:16][C:15](=O)[C@@H:14]([CH2:19][C:20]([O:22][CH2:23][CH3:24])=[O:21])[O:13][C@H:12]([C:25]3[CH:30]=[CH:29][CH:28]=[C:27]([O:31][CH3:32])[C:26]=3[O:33][CH3:34])[C:11]=2[CH:10]=[CH:9][CH:8]=1.C(=O)([O-])O.[Na+].P12(SP3(SP(SP(S3)(S1)=S)(=S)S2)=S)=[S:41]. (4) Given the product [Cl:23][C:21]1[CH:22]=[C:17]([C:2]#[C:1][C:3]2[CH:8]=[CH:7][C:6]([CH2:9][CH2:10][C:11]([O:13][CH3:14])=[O:12])=[C:5]([F:15])[CH:4]=2)[CH:18]=[C:19]([Cl:24])[CH:20]=1, predict the reactants needed to synthesize it. The reactants are: [C:1]([C:3]1[CH:8]=[CH:7][C:6]([CH2:9][CH2:10][C:11]([O:13][CH3:14])=[O:12])=[C:5]([F:15])[CH:4]=1)#[CH:2].Br[C:17]1[CH:22]=[C:21]([Cl:23])[CH:20]=[C:19]([Cl:24])[CH:18]=1. (5) Given the product [C:27]([O:29][O:41][C:39]1[N:40]=[CH:35][CH:36]=[CH:37][N:38]=1)(=[O:28])[C:11]1[CH:10]=[CH:15][CH:14]=[CH:13][CH:12]=1, predict the reactants needed to synthesize it. The reactants are: COC1N=C(O[C:10]2[CH:15]=[CH:14][CH:13]=[C:12](OC3N=C(OC)C=C(OC)N=3)[C:11]=2[C:27]([O-:29])=[O:28])N=C(OC)C=1.[Na+].CO[C:35]1[N:40]=[C:39]([O:41]C2C=CC=C([O:41][C:39]3[N:40]=[C:35](OC)[CH:36]=[C:37](OC)[N:38]=3)C=2C(ON=C(C2C=CC=CC=2)C2C=CC=CC=2)=O)[N:38]=[C:37](OC)[CH:36]=1.CC1OC(=O)C2C(SC3N=C(OC)C=C(OC)N=3)=CC=CC1=2.C/C(/C1C=CC=C(OC2N=C(OC)C=C(OC)N=2)C=1C(OC)=O)=N/OC.COCC1C=CC=C(C(O)C2N=C(OC)C=C(OC)N=2)C=1NS(C(F)F)(=O)=O.CN(S(C(F)F)(=O)=O)C1C(F)=CC=CC=1C(C1N=C(OC)N=C(OC)N=1)=O. (6) The reactants are: O[C:2]1[CH:7]=[CH:6][CH:5]=[CH:4][C:3]=1[NH:8][C:9](=[O:19])[C:10]1[CH:15]=[CH:14][C:13]([CH3:16])=[C:12]([O:17][CH3:18])[CH:11]=1.O.C1(C)C=CC(S(O)(=O)=O)=CC=1. Given the product [CH3:18][O:17][C:12]1[CH:11]=[C:10]([C:9]2[O:19][C:2]3[CH:7]=[CH:6][CH:5]=[CH:4][C:3]=3[N:8]=2)[CH:15]=[CH:14][C:13]=1[CH3:16], predict the reactants needed to synthesize it. (7) Given the product [C:1]1([S:7]([C:10]2[CH:11]=[C:12]([N:16]3[CH2:21][CH2:20][NH:19][CH2:18][CH2:17]3)[CH:13]=[CH:14][CH:15]=2)(=[O:9])=[O:8])[CH:2]=[CH:3][CH:4]=[CH:5][CH:6]=1, predict the reactants needed to synthesize it. The reactants are: [C:1]1([S:7]([C:10]2[CH:11]=[C:12]([N:16]3[CH2:21][CH2:20][N:19](C(OC(C)(C)C)=O)[CH2:18][CH2:17]3)[CH:13]=[CH:14][CH:15]=2)(=[O:9])=[O:8])[CH:6]=[CH:5][CH:4]=[CH:3][CH:2]=1. (8) Given the product [CH:19]([C:10]1[C:11]([CH2:13][CH2:14][C:15]([O:17][CH3:18])=[O:16])=[CH:12][NH:8][N:9]=1)([CH3:21])[CH3:20], predict the reactants needed to synthesize it. The reactants are: C([N:8]1[CH:12]=[C:11](/[CH:13]=[CH:14]/[C:15]([O:17][CH3:18])=[O:16])[C:10]([CH:19]([CH3:21])[CH3:20])=[N:9]1)C1C=CC=CC=1.C(O)C. (9) Given the product [ClH:3].[C:36]([N:39]1[CH2:40][CH2:41][CH:42]([C:45]([N:27]2[CH2:28][CH2:29][C@H:24]([NH:23][CH2:22][C:13]3[CH:12]=[C:11]([C:5]4[CH:6]=[CH:7][C:8]([Cl:10])=[CH:9][C:4]=4[Cl:3])[CH:16]=[CH:15][C:14]=3[O:17][C:18]([F:19])([F:20])[F:21])[C@H:25]([C:30]3[CH:31]=[CH:32][CH:33]=[CH:34][CH:35]=3)[CH2:26]2)=[O:46])[CH2:43][CH2:44]1)(=[O:38])[CH3:37], predict the reactants needed to synthesize it. The reactants are: Cl.Cl.[Cl:3][C:4]1[CH:9]=[C:8]([Cl:10])[CH:7]=[CH:6][C:5]=1[C:11]1[CH:16]=[CH:15][C:14]([O:17][C:18]([F:21])([F:20])[F:19])=[C:13]([CH2:22][NH:23][C@H:24]2[CH2:29][CH2:28][NH:27][CH2:26][C@H:25]2[C:30]2[CH:35]=[CH:34][CH:33]=[CH:32][CH:31]=2)[CH:12]=1.[C:36]([N:39]1[CH2:44][CH2:43][CH:42]([C:45](O)=[O:46])[CH2:41][CH2:40]1)(=[O:38])[CH3:37].Cl.C(OCC)(=O)C. (10) Given the product [F:27][C:22]1[CH:21]=[C:20]([CH:18]2[CH2:19][CH:17]2[C:15]([OH:16])=[O:14])[CH:25]=[CH:24][C:23]=1[O:26][CH2:2][C:3]1[C:4]([S:9][CH2:10][CH2:11][CH3:12])=[N:5][CH:6]=[CH:7][CH:8]=1, predict the reactants needed to synthesize it. The reactants are: Cl[CH2:2][C:3]1[C:4]([S:9][CH2:10][CH2:11][CH3:12])=[N:5][CH:6]=[CH:7][CH:8]=1.C[O:14][C:15]([CH:17]1[CH2:19][CH:18]1[C:20]1[CH:25]=[CH:24][C:23]([OH:26])=[C:22]([F:27])[CH:21]=1)=[O:16].